From a dataset of Peptide-MHC class I binding affinity with 185,985 pairs from IEDB/IMGT. Regression. Given a peptide amino acid sequence and an MHC pseudo amino acid sequence, predict their binding affinity value. This is MHC class I binding data. The peptide sequence is YTPFNKLSV. The MHC is Mamu-A11 with pseudo-sequence Mamu-A11. The binding affinity (normalized) is 0.